This data is from Full USPTO retrosynthesis dataset with 1.9M reactions from patents (1976-2016). The task is: Predict the reactants needed to synthesize the given product. (1) The reactants are: [CH:1]1([CH2:4][O:5][C:6]2[CH:11]=[CH:10][C:9]([O:12][CH3:13])=[CH:8][C:7]=2[C:14]2[C:15]3[NH:22][CH:21]=[C:20]([C:23](O)=[O:24])[C:16]=3[N:17]=[CH:18][N:19]=2)[CH2:3][CH2:2]1.[C:26]([O:30][C:31](=[O:40])[NH:32][C@H:33]1[CH2:38][CH2:37][C@H:36]([NH2:39])[CH2:35][CH2:34]1)([CH3:29])([CH3:28])[CH3:27]. Given the product [C:26]([O:30][C:31](=[O:40])[NH:32][C@H:33]1[CH2:34][CH2:35][C@H:36]([NH:39][C:23]([C:20]2[C:16]3[N:17]=[CH:18][N:19]=[C:14]([C:7]4[CH:8]=[C:9]([O:12][CH3:13])[CH:10]=[CH:11][C:6]=4[O:5][CH2:4][CH:1]4[CH2:3][CH2:2]4)[C:15]=3[NH:22][CH:21]=2)=[O:24])[CH2:37][CH2:38]1)([CH3:29])([CH3:27])[CH3:28], predict the reactants needed to synthesize it. (2) Given the product [OH:1][C@@:2]1([C:9]#[C:10][C:11]2[CH:12]=[C:13]([N:17]3[C:21]4[N:22]=[C:23]([CH3:25])[S:24][C:20]=4[C:19]([C:26]([NH2:31])=[O:28])=[N:18]3)[CH:14]=[CH:15][CH:16]=2)[CH2:6][CH2:5][N:4]([CH3:7])[C:3]1=[O:8], predict the reactants needed to synthesize it. The reactants are: [OH:1][C@@:2]1([C:9]#[C:10][C:11]2[CH:12]=[C:13]([N:17]3[C:21]4[N:22]=[C:23]([CH3:25])[S:24][C:20]=4[C:19]([C:26]([O:28]CC)=O)=[N:18]3)[CH:14]=[CH:15][CH:16]=2)[CH2:6][CH2:5][N:4]([CH3:7])[C:3]1=[O:8].[NH3:31].